This data is from hERG potassium channel inhibition data for cardiac toxicity prediction from Karim et al.. The task is: Regression/Classification. Given a drug SMILES string, predict its toxicity properties. Task type varies by dataset: regression for continuous values (e.g., LD50, hERG inhibition percentage) or binary classification for toxic/non-toxic outcomes (e.g., AMES mutagenicity, cardiotoxicity, hepatotoxicity). Dataset: herg_karim. The drug is O=c1ccc2ncc(F)c3c2n1CC3(O)CC12CCC(NCc3ccc4c(n3)NCCN4)(CC1)CO2. The result is 0 (non-blocker).